Predict the reaction yield, written as a fraction of the theoretical maximum amount of product (1.0 means a 100% yield; for example, 0.34 means a 34% yield). From a dataset of Reaction yield outcomes from USPTO patents with 853,638 reactions. (1) The reactants are C1COCC1.Cl[C:7]1[C:12]([Cl:13])=[CH:11][C:10]([C:14]([F:17])([F:16])[F:15])=[CH:9][N:8]=1.[H-].[Na+].[CH3:20][O:21][N:22]=[C:23]([C:32]1[O:36][N:35]=[C:34]([CH3:37])[CH:33]=1)[C:24]1[CH:29]=[CH:28][CH:27]=[CH:26][C:25]=1[CH2:30][OH:31]. The catalyst is O. The product is [CH3:20][O:21][N:22]=[C:23]([C:32]1[O:36][N:35]=[C:34]([CH3:37])[CH:33]=1)[C:24]1[CH:29]=[CH:28][CH:27]=[CH:26][C:25]=1[CH2:30][O:31][C:7]1[C:12]([Cl:13])=[CH:11][C:10]([C:14]([F:17])([F:16])[F:15])=[CH:9][N:8]=1. The yield is 0.714. (2) The reactants are [CH3:1][N:2]1[CH2:8][CH2:7][CH2:6][N:5]([C:9]2[S:13][C:12]([C:14]([O:16]CC)=O)=[CH:11][CH:10]=2)[CH2:4][CH2:3]1.[CH3:19][O:20][C:21]1[CH:22]=[C:23]([CH2:29][CH2:30][C:31]2[CH:32]=[C:33]([NH2:36])[NH:34][N:35]=2)[CH:24]=[C:25]([O:27][CH3:28])[CH:26]=1.C[Al](C)C. The catalyst is C1(C)C=CC=CC=1. The product is [CH3:28][O:27][C:25]1[CH:24]=[C:23]([CH2:29][CH2:30][C:31]2[CH:32]=[C:33]([NH:36][C:14]([C:12]3[S:13][C:9]([N:5]4[CH2:6][CH2:7][CH2:8][N:2]([CH3:1])[CH2:3][CH2:4]4)=[CH:10][CH:11]=3)=[O:16])[NH:34][N:35]=2)[CH:22]=[C:21]([O:20][CH3:19])[CH:26]=1. The yield is 0.460. (3) The reactants are Cl[C:2]1[CH:7]=[CH:6][C:5]([C:8]2[CH:9]=[N:10][N:11]([CH:13]([CH3:15])[CH3:14])[CH:12]=2)=[CH:4][CH:3]=1.[B:16]1([B:16]2[O:20][C:19]([CH3:22])([CH3:21])[C:18]([CH3:24])([CH3:23])[O:17]2)[O:20][C:19]([CH3:22])([CH3:21])[C:18]([CH3:24])([CH3:23])[O:17]1.CC(C1C=C(C(C)C)C(C2C=CC=CC=2P(C2CCCCC2)C2CCCCC2)=C(C(C)C)C=1)C.C([O-])(=O)C.[K+]. The catalyst is C1C=CC(/C=C/C(/C=C/C2C=CC=CC=2)=O)=CC=1.C1C=CC(/C=C/C(/C=C/C2C=CC=CC=2)=O)=CC=1.C1C=CC(/C=C/C(/C=C/C2C=CC=CC=2)=O)=CC=1.[Pd].[Pd].O1CCOCC1. The product is [CH:13]([N:11]1[CH:12]=[C:8]([C:5]2[CH:6]=[CH:7][C:2]([B:16]3[O:20][C:19]([CH3:22])([CH3:21])[C:18]([CH3:24])([CH3:23])[O:17]3)=[CH:3][CH:4]=2)[CH:9]=[N:10]1)([CH3:15])[CH3:14]. The yield is 0.500. (4) The reactants are [CH3:1][O:2][C:3]1[CH:4]=[C:5]2[C:10](=[CH:11][C:12]=1[O:13][CH3:14])[N:9]=[CH:8][N:7]=[C:6]2[O:15][C:16]1[CH:17]=[C:18]([CH:20]=[CH:21][CH:22]=1)[NH2:19].[C:23]([C:27]1[CH:31]=[C:30]([NH:32][C:33](=O)[O:34]C2C=CC=CC=2)[N:29]([C:42]2[CH:47]=[CH:46][C:45]([C:48]#[N:49])=[CH:44][CH:43]=2)[N:28]=1)([CH3:26])([CH3:25])[CH3:24]. The catalyst is C1COCC1.CN(C1C=CN=CC=1)C. The product is [C:23]([C:27]1[CH:31]=[C:30]([NH:32][C:33]([NH:19][C:18]2[CH:20]=[CH:21][CH:22]=[C:16]([O:15][C:6]3[C:5]4[C:10](=[CH:11][C:12]([O:13][CH3:14])=[C:3]([O:2][CH3:1])[CH:4]=4)[N:9]=[CH:8][N:7]=3)[CH:17]=2)=[O:34])[N:29]([C:42]2[CH:43]=[CH:44][C:45]([C:48]#[N:49])=[CH:46][CH:47]=2)[N:28]=1)([CH3:26])([CH3:24])[CH3:25]. The yield is 0.600. (5) The product is [CH:13]([C:16]1[CH:17]=[CH:18][C:19]([N:22]2[C:27](=[O:28])[C:26]([CH2:29][C:30]3[CH:35]=[CH:34][C:33]([C:36]4[CH:41]=[CH:40][CH:39]=[CH:38][C:37]=4[C:42]4[NH:3][C:4](=[O:7])[O:5][N:43]=4)=[CH:32][CH:31]=3)=[C:25]([CH2:44][CH2:45][CH3:46])[N:24]=[C:23]2[CH3:47])=[CH:20][CH:21]=1)([CH3:15])[CH3:14]. The reactants are [Cl-].O[NH3+:3].[C:4](=[O:7])([O-])[OH:5].[Na+].CS(C)=O.[CH:13]([C:16]1[CH:21]=[CH:20][C:19]([N:22]2[C:27](=[O:28])[C:26]([CH2:29][C:30]3[CH:35]=[CH:34][C:33]([C:36]4[C:37]([C:42]#[N:43])=[CH:38][CH:39]=[CH:40][CH:41]=4)=[CH:32][CH:31]=3)=[C:25]([CH2:44][CH2:45][CH3:46])[N:24]=[C:23]2[CH3:47])=[CH:18][CH:17]=1)([CH3:15])[CH3:14]. The yield is 0.660. The catalyst is O.C(OCC)(=O)C. (6) The reactants are [Cl:1][C:2]1[CH:7]=[CH:6][N:5]=[C:4]([CH2:8][C:9]([C:11]2[CH:16]=[CH:15][C:14]([F:17])=[CH:13][CH:12]=2)=O)[CH:3]=1.Cl.[NH2:19][OH:20].[OH-].[Na+]. The catalyst is CO. The product is [Cl:1][C:2]1[CH:7]=[CH:6][N:5]=[C:4]([CH2:8][C:9]([C:11]2[CH:16]=[CH:15][C:14]([F:17])=[CH:13][CH:12]=2)=[N:19][OH:20])[CH:3]=1. The yield is 0.840.